Dataset: Peptide-MHC class I binding affinity with 185,985 pairs from IEDB/IMGT. Task: Regression. Given a peptide amino acid sequence and an MHC pseudo amino acid sequence, predict their binding affinity value. This is MHC class I binding data. (1) The peptide sequence is LLLCLIFLL. The MHC is HLA-A11:01 with pseudo-sequence HLA-A11:01. The binding affinity (normalized) is 0.131. (2) The peptide sequence is ITFHNQRDF. The MHC is HLA-B07:02 with pseudo-sequence HLA-B07:02. The binding affinity (normalized) is 0.0847. (3) The peptide sequence is YSGKYRHM. The MHC is H-2-Db with pseudo-sequence H-2-Db. The binding affinity (normalized) is 0. (4) The peptide sequence is FLGKIWSS. The MHC is HLA-A02:19 with pseudo-sequence HLA-A02:19. The binding affinity (normalized) is 0.898. (5) The peptide sequence is TTILGLLPM. The MHC is HLA-B15:17 with pseudo-sequence HLA-B15:17. The binding affinity (normalized) is 0.661.